Dataset: Forward reaction prediction with 1.9M reactions from USPTO patents (1976-2016). Task: Predict the product of the given reaction. The product is: [BrH:12].[Cl:11][C:8]1[CH:7]=[C:3]([C:4]([NH2:6])=[O:5])[C:2](=[NH:1])[N:10]([CH2:13][C:14]2[CH:15]=[CH:16][C:17]([S:20]([CH3:23])(=[O:22])=[O:21])=[CH:18][CH:19]=2)[CH:9]=1. Given the reactants [NH2:1][C:2]1[N:10]=[CH:9][C:8]([Cl:11])=[CH:7][C:3]=1[C:4]([NH2:6])=[O:5].[Br:12][CH2:13][C:14]1[CH:19]=[CH:18][C:17]([S:20]([CH3:23])(=[O:22])=[O:21])=[CH:16][CH:15]=1, predict the reaction product.